From a dataset of Forward reaction prediction with 1.9M reactions from USPTO patents (1976-2016). Predict the product of the given reaction. (1) Given the reactants [OH:1][CH2:2][CH2:3][NH:4][S:5]([C:8]1[CH:13]=[CH:12][CH:11]=[CH:10][C:9]=1[N+:14]([O-:16])=[O:15])(=[O:7])=[O:6].Br[CH2:18][CH2:19][C:20]([O:22][C:23]([CH3:26])([CH3:25])[CH3:24])=[O:21].C([O-])([O-])=O.[K+].[K+], predict the reaction product. The product is: [OH:1][CH2:2][CH2:3][N:4]([S:5]([C:8]1[CH:13]=[CH:12][CH:11]=[CH:10][C:9]=1[N+:14]([O-:16])=[O:15])(=[O:7])=[O:6])[CH2:18][CH2:19][C:20]([O:22][C:23]([CH3:26])([CH3:25])[CH3:24])=[O:21]. (2) Given the reactants [NH:1]1[CH2:4][CH:3]([NH:5][C:6](=[O:12])[O:7][C:8]([CH3:11])([CH3:10])[CH3:9])[CH2:2]1.F[C:14]1[CH:19]=[CH:18][C:17]([N+:20]([O-:22])=[O:21])=[CH:16][CH:15]=1, predict the reaction product. The product is: [N+:20]([C:17]1[CH:18]=[CH:19][C:14]([N:1]2[CH2:4][CH:3]([NH:5][C:6](=[O:12])[O:7][C:8]([CH3:9])([CH3:11])[CH3:10])[CH2:2]2)=[CH:15][CH:16]=1)([O-:22])=[O:21]. (3) Given the reactants Cl[C:2]1[CH:7]=[CH:6][N:5]=[C:4]2[CH:8]=[C:9]([C:11]3[CH:12]=[C:13]([CH:15]=[CH:16][CH:17]=3)[NH2:14])[O:10][C:3]=12.[O:18]([C:25]1[CH:30]=[CH:29][C:28]([OH:31])=[CH:27][CH:26]=1)[C:19]1[CH:24]=[CH:23][CH:22]=[CH:21][CH:20]=1.C(=O)([O-])[O-].[Cs+].[Cs+].O, predict the reaction product. The product is: [O:18]([C:25]1[CH:26]=[CH:27][C:28]([O:31][C:2]2[CH:7]=[CH:6][N:5]=[C:4]3[CH:8]=[C:9]([C:11]4[CH:12]=[C:13]([CH:15]=[CH:16][CH:17]=4)[NH2:14])[O:10][C:3]=23)=[CH:29][CH:30]=1)[C:19]1[CH:20]=[CH:21][CH:22]=[CH:23][CH:24]=1.